Dataset: Forward reaction prediction with 1.9M reactions from USPTO patents (1976-2016). Task: Predict the product of the given reaction. Given the reactants P(Cl)(Cl)(Cl)=O.[NH:6]1[C:14]2[C:9](=[CH:10][CH:11]=[CH:12][C:13]=2[C:15]([O:17][CH3:18])=[O:16])[CH:8]=[CH:7]1.O.[OH-].[Na+].CN([CH:25]=[O:26])C, predict the reaction product. The product is: [CH:25]([C:8]1[C:9]2[C:14](=[C:13]([C:15]([O:17][CH3:18])=[O:16])[CH:12]=[CH:11][CH:10]=2)[NH:6][CH:7]=1)=[O:26].